From a dataset of Full USPTO retrosynthesis dataset with 1.9M reactions from patents (1976-2016). Predict the reactants needed to synthesize the given product. (1) Given the product [F:26][C:27]([F:41])([C:28](=[O:40])[C:23]1[C:18]([C:17]([F:25])([F:24])[F:16])=[N:19][CH:20]=[CH:21][CH:22]=1)[C:31](=[CH2:32])[CH2:30][NH:29][C:33](=[O:34])[O:35][C:36]([CH3:37])([CH3:38])[CH3:39], predict the reactants needed to synthesize it. The reactants are: CC1(C)CCCC(C)(C)N1.C([Li])CCC.[F:16][C:17]([F:25])([F:24])[C:18]1[CH:23]=[CH:22][CH:21]=[CH:20][N:19]=1.[F:26][C:27]1([F:41])[C:31](=[CH2:32])[CH2:30][N:29]([C:33]([O:35][C:36]([CH3:39])([CH3:38])[CH3:37])=[O:34])[C:28]1=[O:40].[Cl-].[NH4+]. (2) Given the product [Cl:44][C:36]1[CH:35]=[C:34]([C:31]2[S:30][C:29]([C:9]3[CH:26]=[CH:25][C:12]4[CH2:13][CH2:14][N:15]([C:18]([O:20][C:21]([CH3:22])([CH3:24])[CH3:23])=[O:19])[CH2:16][CH2:17][C:11]=4[CH:10]=3)=[N:33][N:32]=2)[CH:39]=[CH:38][C:37]=1[O:40][CH:41]([CH3:42])[CH3:43], predict the reactants needed to synthesize it. The reactants are: CC1(C)C(C)(C)OB([C:9]2[CH:26]=[CH:25][C:12]3[CH2:13][CH2:14][N:15]([C:18]([O:20][C:21]([CH3:24])([CH3:23])[CH3:22])=[O:19])[CH2:16][CH2:17][C:11]=3[CH:10]=2)O1.Br[C:29]1[S:30][C:31]([C:34]2[CH:39]=[CH:38][C:37]([O:40][CH:41]([CH3:43])[CH3:42])=[C:36]([Cl:44])[CH:35]=2)=[N:32][N:33]=1.C([O-])(O)=O.[Na+]. (3) Given the product [CH3:1][O:2][C:3]([C@H:5]1[CH2:6][CH2:7][C@H:8]([CH2:11][N:12]2[C:16]3[CH:17]=[C:18]([OH:36])[CH:19]=[CH:20][C:15]=3[N:14]([CH3:30])[C:13]2=[O:31])[CH2:9][CH2:10]1)=[O:4], predict the reactants needed to synthesize it. The reactants are: [CH3:1][O:2][C:3]([C@H:5]1[CH2:10][CH2:9][C@H:8]([CH2:11][N:12]2[C:16]3[CH:17]=[C:18](B4OC(C)(C)C(C)(C)O4)[CH:19]=[CH:20][C:15]=3[N:14]([CH3:30])[C:13]2=[O:31])[CH2:7][CH2:6]1)=[O:4].OO.CC(O)=[O:36]. (4) Given the product [Br:1][C:2]1[CH:3]=[CH:4][C:5]([C:6]([C:8]2[CH:16]=[C:15]([Cl:17])[CH:14]=[CH:13][C:9]=2[C:10]([N:29]([CH2:30][CH:31]([OH:34])[CH2:32][CH3:33])[CH2:28][C:27]2[CH:26]=[CH:25][C:24]([S:21]([CH3:20])(=[O:23])=[O:22])=[CH:36][CH:35]=2)=[O:12])=[O:7])=[CH:18][CH:19]=1, predict the reactants needed to synthesize it. The reactants are: [Br:1][C:2]1[CH:19]=[CH:18][C:5]([C:6]([C:8]2[CH:16]=[C:15]([Cl:17])[CH:14]=[CH:13][C:9]=2[C:10]([OH:12])=O)=[O:7])=[CH:4][CH:3]=1.[CH3:20][S:21]([C:24]1[CH:36]=[CH:35][C:27]([CH2:28][NH:29][CH2:30][CH:31]([OH:34])[CH2:32][CH3:33])=[CH:26][CH:25]=1)(=[O:23])=[O:22].O.ON1C2C=CC=CC=2N=N1.Cl.C(N=C=NCCCN(C)C)C. (5) Given the product [Cl:1][C:2]1[C:7]([Cl:8])=[CH:6][CH:5]=[CH:4][C:3]=1[C:9]1[CH:14]=[CH:13][C:12](/[C:15](/[CH3:19])=[CH:16]/[CH2:17][O:18][C:33]2[CH:32]=[CH:31][C:30]([CH2:29][C@H:23]([O:22][CH2:20][CH3:21])[C:24]([O:26][CH2:27][CH3:28])=[O:25])=[CH:35][CH:34]=2)=[CH:11][CH:10]=1, predict the reactants needed to synthesize it. The reactants are: [Cl:1][C:2]1[C:7]([Cl:8])=[CH:6][CH:5]=[CH:4][C:3]=1[C:9]1[CH:14]=[CH:13][C:12](/[C:15](/[CH3:19])=[CH:16]/[CH2:17][OH:18])=[CH:11][CH:10]=1.[CH2:20]([O:22][C@@H:23]([CH2:29][C:30]1[CH:35]=[CH:34][C:33](O)=[CH:32][CH:31]=1)[C:24]([O:26][CH2:27][CH3:28])=[O:25])[CH3:21]. (6) Given the product [CH2:15]([N:11]1[CH:12]=[CH:13][C:9]([B:4]2[O:5][C:6]([CH3:7])([CH3:8])[C:2]([CH3:14])([CH3:1])[O:3]2)=[N:10]1)[CH3:16], predict the reactants needed to synthesize it. The reactants are: [CH3:1][C:2]1([CH3:14])[C:6]([CH3:8])([CH3:7])[O:5][B:4]([C:9]2[CH:13]=[CH:12][NH:11][N:10]=2)[O:3]1.[CH2:15](I)[CH3:16]. (7) Given the product [F:1][C:2]1[CH:40]=[CH:39][C:5]([O:6][C:7]2[CH:8]=[CH:9][C:10]([NH:13][C:14]([C@H:16]3[NH:17][CH2:18][CH2:19][N:20]([C:22]([O:24][CH2:25][C:26]4[CH:27]=[CH:28][CH:29]=[CH:30][CH:31]=4)=[O:23])[CH2:21]3)=[O:15])=[CH:11][CH:12]=2)=[CH:4][CH:3]=1, predict the reactants needed to synthesize it. The reactants are: [F:1][C:2]1[CH:40]=[CH:39][C:5]([O:6][C:7]2[CH:12]=[CH:11][C:10]([NH:13][C:14]([C@@H:16]3[CH2:21][N:20]([C:22]([O:24][CH2:25][C:26]4[CH:31]=[CH:30][CH:29]=[CH:28][CH:27]=4)=[O:23])[CH2:19][CH2:18][N:17]3C(OC(C)(C)C)=O)=[O:15])=[CH:9][CH:8]=2)=[CH:4][CH:3]=1.